Task: Predict the product of the given reaction.. Dataset: Forward reaction prediction with 1.9M reactions from USPTO patents (1976-2016) (1) Given the reactants [NH2:14][C:13]1[CH:15]=[CH:16][C:17]([O:19][CH3:20])=[CH:18][C:12]=1[S:11][S:11][C:12]1[CH:18]=[C:17]([O:19][CH3:20])[CH:16]=[CH:15][C:13]=1[NH2:14].[CH3:21][C:22]1([CH3:30])[NH:27][C:26](=[O:28])[CH2:25][C:24](=O)[CH2:23]1, predict the reaction product. The product is: [CH3:20][O:19][C:17]1[CH:16]=[CH:15][C:13]2[NH:14][C:24]3[CH2:23][C:22]([CH3:30])([CH3:21])[NH:27][C:26](=[O:28])[C:25]=3[S:11][C:12]=2[CH:18]=1. (2) Given the reactants [Br:1][C:2]1[CH:7]=[CH:6][C:5]([OH:8])=[C:4]([C:9]#[N:10])[CH:3]=1.[C:11](O[C:11]([O:13][C:14]([CH3:17])([CH3:16])[CH3:15])=[O:12])([O:13][C:14]([CH3:17])([CH3:16])[CH3:15])=[O:12].CCCCCC.ClCCl, predict the reaction product. The product is: [C:11](=[O:12])([O:13][C:14]([CH3:17])([CH3:16])[CH3:15])[O:8][C:5]1[CH:6]=[CH:7][C:2]([Br:1])=[CH:3][C:4]=1[C:9]#[N:10].